Dataset: Forward reaction prediction with 1.9M reactions from USPTO patents (1976-2016). Task: Predict the product of the given reaction. Given the reactants [CH2:1]([O:8][C:9]([NH:11][C@H:12]1[CH2:16][CH2:15][N:14]([C@H:17]2[CH2:23][CH2:22][C@@H:21]3[CH2:24][C@H:18]2[C:19](=[O:32])[N:20]3[C:25]([O:27][C:28]([CH3:31])([CH3:30])[CH3:29])=[O:26])[C:13]1=[O:33])=[O:10])[C:2]1[CH:7]=[CH:6][CH:5]=[CH:4][CH:3]=1.[OH2:34].[OH-].[Li+].O, predict the reaction product. The product is: [CH2:1]([O:8][C:9]([NH:11][C@H:12]1[CH2:16][CH2:15][N:14]([C@H:17]2[CH2:23][CH2:22][C@@H:21]([NH:20][C:25]([O:27][C:28]([CH3:30])([CH3:31])[CH3:29])=[O:26])[CH2:24][C@H:18]2[C:19]([OH:34])=[O:32])[C:13]1=[O:33])=[O:10])[C:2]1[CH:7]=[CH:6][CH:5]=[CH:4][CH:3]=1.